Dataset: Buchwald-Hartwig C-N cross coupling reaction yields with 55,370 reactions. Task: Predict the reaction yield, written as a fraction of the theoretical maximum amount of product (1.0 means a 100% yield; for example, 0.34 means a 34% yield). The reactants are Ic1ccccn1.Cc1ccc(N)cc1.O=S(=O)(O[Pd]1c2ccccc2-c2ccccc2N~1)C(F)(F)F.CC(C)c1cc(C(C)C)c(-c2ccccc2P(C2CCCCC2)C2CCCCC2)c(C(C)C)c1.CCN=P(N=P(N(C)C)(N(C)C)N(C)C)(N(C)C)N(C)C.COC(=O)c1cc(-c2cccs2)on1. No catalyst specified. The product is Cc1ccc(Nc2ccccn2)cc1. The yield is 0.312.